Predict the product of the given reaction. From a dataset of Forward reaction prediction with 1.9M reactions from USPTO patents (1976-2016). Given the reactants C([C:3]1([C:11]2[CH:16]=[C:15]([OH:17])[CH:14]=[CH:13][C:12]=2[OH:18])[NH:7][CH:6]([C:8]([O-:10])=[O:9])[CH2:5][S:4]1)C.Cl.N[C@H:21](C(O)=O)CS, predict the reaction product. The product is: [OH:18][C:12]1[CH:13]=[CH:14][C:15]([OH:17])=[CH:16][C:11]=1[CH:3]1[NH:7][CH:6]([C:8]([O:10][CH3:21])=[O:9])[CH2:5][S:4]1.